Dataset: HIV replication inhibition screening data with 41,000+ compounds from the AIDS Antiviral Screen. Task: Binary Classification. Given a drug SMILES string, predict its activity (active/inactive) in a high-throughput screening assay against a specified biological target. (1) The drug is CN1C2CCC1C(=Cc1cccc3c1OCO3)C(=O)C2=Cc1cccc2c1OCO2. The result is 0 (inactive). (2) The molecule is Cc1nnc2sc(C(=O)O)nn12. The result is 0 (inactive). (3) The drug is CCOC(=O)C(C)(C)Oc1ccc(C=CC(=O)c2ccc(Cl)cc2)cc1. The result is 0 (inactive). (4) The compound is O=C1CCCCCCCCCCC(=O)C2CCOCCOCCOCCC1Cc1cccc(n1)C2. The result is 0 (inactive). (5) The drug is CCCC1N=C(c2ccccc2)C2C(c3ccc([N+](=O)[O-])cc3)N12. The result is 0 (inactive). (6) The compound is O=C1CC(c2ccc(O)c(O)c2)c2c(cc(O)c3c2OC(c2ccc(O)c(O)c2)C(O)C3)O1. The result is 0 (inactive). (7) The compound is CCCCCCCCCCCCCC=CC1C(C(=O)OC)N1S(=O)c1ccc(C)cc1. The result is 0 (inactive).